From a dataset of NCI-60 drug combinations with 297,098 pairs across 59 cell lines. Regression. Given two drug SMILES strings and cell line genomic features, predict the synergy score measuring deviation from expected non-interaction effect. Drug 1: C1=CC=C(C=C1)NC(=O)CCCCCCC(=O)NO. Drug 2: CC(C)(C#N)C1=CC(=CC(=C1)CN2C=NC=N2)C(C)(C)C#N. Cell line: PC-3. Synergy scores: CSS=3.87, Synergy_ZIP=-1.96, Synergy_Bliss=-1.85, Synergy_Loewe=-0.400, Synergy_HSA=-1.68.